This data is from Forward reaction prediction with 1.9M reactions from USPTO patents (1976-2016). The task is: Predict the product of the given reaction. Given the reactants C(P(C(C)(C)C)C(C)(C)C)(C)(C)C.CC(C)([O-])C.[Na+].[C:20]1([C:42]2[CH:47]=[CH:46][CH:45]=[CH:44][CH:43]=2)[CH:25]=[CH:24][CH:23]=[CH:22][C:21]=1[NH:26][C:27]1[CH:39]=[CH:38][C:37]2[C:36]3[C:31](=[CH:32][CH:33]=[CH:34][CH:35]=3)[C:30]([CH3:41])([CH3:40])[C:29]=2[CH:28]=1.Br[C:49]1[C:61]2[C:60]3[C:55](=[CH:56][CH:57]=[CH:58][CH:59]=3)[C:54]3([C:73]4[CH:72]=[CH:71][CH:70]=[CH:69][C:68]=4[C:67]4[C:62]3=[CH:63][CH:64]=[CH:65][CH:66]=4)[C:53]=2[CH:52]=[CH:51][CH:50]=1, predict the reaction product. The product is: [C:20]1([C:42]2[CH:43]=[CH:44][CH:45]=[CH:46][CH:47]=2)[CH:25]=[CH:24][CH:23]=[CH:22][C:21]=1[N:26]([C:27]1[CH:39]=[CH:38][C:37]2[C:36]3[C:31](=[CH:32][CH:33]=[CH:34][CH:35]=3)[C:30]([CH3:40])([CH3:41])[C:29]=2[CH:28]=1)[C:49]1[C:61]2[C:60]3[C:55](=[CH:56][CH:57]=[CH:58][CH:59]=3)[C:54]3([C:73]4[CH:72]=[CH:71][CH:70]=[CH:69][C:68]=4[C:67]4[C:62]3=[CH:63][CH:64]=[CH:65][CH:66]=4)[C:53]=2[CH:52]=[CH:51][CH:50]=1.